This data is from Reaction yield outcomes from USPTO patents with 853,638 reactions. The task is: Predict the reaction yield, written as a fraction of the theoretical maximum amount of product (1.0 means a 100% yield; for example, 0.34 means a 34% yield). The reactants are [F:1][C:2]([F:22])([F:21])[C:3]([N:5]([CH2:16][C:17]([F:20])([F:19])[F:18])[CH2:6][CH2:7][NH:8]C(=O)OC(C)(C)C)=[O:4].[ClH:23].C(OCC)(=O)C. The catalyst is C(OCC)(=O)C. The product is [ClH:23].[NH2:8][CH2:7][CH2:6][N:5]([CH2:16][C:17]([F:18])([F:19])[F:20])[C:3](=[O:4])[C:2]([F:22])([F:1])[F:21]. The yield is 0.610.